Dataset: NCI-60 drug combinations with 297,098 pairs across 59 cell lines. Task: Regression. Given two drug SMILES strings and cell line genomic features, predict the synergy score measuring deviation from expected non-interaction effect. (1) Drug 1: CC1=C(C(CCC1)(C)C)C=CC(=CC=CC(=CC(=O)O)C)C. Drug 2: COCCOC1=C(C=C2C(=C1)C(=NC=N2)NC3=CC=CC(=C3)C#C)OCCOC.Cl. Cell line: MCF7. Synergy scores: CSS=7.10, Synergy_ZIP=-3.15, Synergy_Bliss=1.88, Synergy_Loewe=1.43, Synergy_HSA=1.77. (2) Drug 1: CC1=C(C=C(C=C1)NC2=NC=CC(=N2)N(C)C3=CC4=NN(C(=C4C=C3)C)C)S(=O)(=O)N.Cl. Drug 2: CCC1(CC2CC(C3=C(CCN(C2)C1)C4=CC=CC=C4N3)(C5=C(C=C6C(=C5)C78CCN9C7C(C=CC9)(C(C(C8N6C)(C(=O)OC)O)OC(=O)C)CC)OC)C(=O)OC)O.OS(=O)(=O)O. Cell line: OVCAR-4. Synergy scores: CSS=21.5, Synergy_ZIP=-7.93, Synergy_Bliss=-2.10, Synergy_Loewe=-14.7, Synergy_HSA=-1.39. (3) Drug 1: CN(CC1=CN=C2C(=N1)C(=NC(=N2)N)N)C3=CC=C(C=C3)C(=O)NC(CCC(=O)O)C(=O)O. Drug 2: C1C(C(OC1N2C=NC3=C2NC=NCC3O)CO)O. Cell line: MDA-MB-231. Synergy scores: CSS=3.05, Synergy_ZIP=-3.47, Synergy_Bliss=-2.73, Synergy_Loewe=-0.417, Synergy_HSA=-0.302. (4) Synergy scores: CSS=25.5, Synergy_ZIP=4.57, Synergy_Bliss=5.39, Synergy_Loewe=1.19, Synergy_HSA=2.60. Drug 1: C1CCC(CC1)NC(=O)N(CCCl)N=O. Cell line: RPMI-8226. Drug 2: CC(C)CN1C=NC2=C1C3=CC=CC=C3N=C2N.